Dataset: Full USPTO retrosynthesis dataset with 1.9M reactions from patents (1976-2016). Task: Predict the reactants needed to synthesize the given product. (1) Given the product [CH2:12]([O:19][C:20]1[CH:21]=[C:22]([CH:23]=[CH:24][C:25]=1[N+:26]([O-:28])=[O:27])[O:29][CH2:2][C:3]([O:5][CH2:6][CH2:7][Si:8]([CH3:11])([CH3:10])[CH3:9])=[O:4])[C:13]1[CH:14]=[CH:15][CH:16]=[CH:17][CH:18]=1, predict the reactants needed to synthesize it. The reactants are: Br[CH2:2][C:3]([O:5][CH2:6][CH2:7][Si:8]([CH3:11])([CH3:10])[CH3:9])=[O:4].[CH2:12]([O:19][C:20]1[CH:21]=[C:22]([OH:29])[CH:23]=[CH:24][C:25]=1[N+:26]([O-:28])=[O:27])[C:13]1[CH:18]=[CH:17][CH:16]=[CH:15][CH:14]=1.C(=O)([O-])[O-].[K+].[K+].CCOC(C)=O. (2) Given the product [CH3:20][O:19][C:3]1[C:2]([CH:29]=[O:30])=[CH:10][CH:9]=[C:8]2[C:4]=1[CH:5]=[N:6][N:7]2[CH2:11][O:12][CH2:13][CH2:14][Si:15]([CH3:18])([CH3:17])[CH3:16], predict the reactants needed to synthesize it. The reactants are: Br[C:2]1[C:3]([O:19][CH3:20])=[C:4]2[C:8](=[CH:9][CH:10]=1)[N:7]([CH2:11][O:12][CH2:13][CH2:14][Si:15]([CH3:18])([CH3:17])[CH3:16])[N:6]=[CH:5]2.C([Li])CCC.CN([CH:29]=[O:30])C. (3) The reactants are: [CH3:1][Si]([N-][Si](C)(C)C)(C)C.[Na+].[CH3:11][O:12][C:13]1[CH:18]=[CH:17][CH:16]=[CH:15][C:14]=1[N:19]1[CH2:24][CH2:23][C:22]([C:27]2[CH:32]=[CH:31][CH:30]=[C:29]([O:33][CH3:34])[CH:28]=2)([CH:25]=O)[CH2:21][CH2:20]1.[Cl-].[NH4+]. Given the product [CH3:11][O:12][C:13]1[CH:18]=[CH:17][CH:16]=[CH:15][C:14]=1[N:19]1[CH2:24][CH2:23][C:22]([C:27]2[CH:32]=[CH:31][CH:30]=[C:29]([O:33][CH3:34])[CH:28]=2)([CH:25]=[CH2:1])[CH2:21][CH2:20]1, predict the reactants needed to synthesize it. (4) Given the product [Cl:1][C:2]1[CH:7]=[CH:6][C:5]([C:8](=[O:38])[C:9]([CH2:15][O:16][CH2:17][CH3:18])([OH:14])[C:10]([F:13])([F:12])[F:11])=[C:4]([O:32][CH3:33])[C:3]=1[F:34], predict the reactants needed to synthesize it. The reactants are: [Cl:1][C:2]1[CH:7]=[CH:6][C:5]([C:8](=NC2C=C(F)C=C3C=2C=CC(=O)N3)[C:9]([CH2:15][O:16][CH2:17][CH3:18])([OH:14])[C:10]([F:13])([F:12])[F:11])=[C:4]([O:32][CH3:33])[C:3]=1[F:34].B.[Na].C[OH:38]. (5) Given the product [Cl:1][C:2]1[CH:15]=[CH:14][C:5]([CH2:6][N:7]2[CH2:12][CH2:11][CH:10]([NH:13][C:29]([C:19]3[C:28]4[C:23](=[CH:24][CH:25]=[CH:26][CH:27]=4)[CH:22]=[CH:21][CH:20]=3)=[O:30])[CH2:9][CH2:8]2)=[CH:4][C:3]=1[O:16][CH2:17][CH3:18], predict the reactants needed to synthesize it. The reactants are: [Cl:1][C:2]1[CH:15]=[CH:14][C:5]([CH2:6][N:7]2[CH2:12][CH2:11][CH:10]([NH2:13])[CH2:9][CH2:8]2)=[CH:4][C:3]=1[O:16][CH2:17][CH3:18].[C:19]1([C:29](Cl)=[O:30])[C:28]2[C:23](=[CH:24][CH:25]=[CH:26][CH:27]=2)[CH:22]=[CH:21][CH:20]=1. (6) Given the product [C:55]1([C:54]([NH:53][CH:49]2[CH2:48][CH:47]([C:44]3[CH:43]=[CH:42][C:41]([C:40]([F:63])([F:39])[F:62])=[CH:46][CH:45]=3)[CH2:52][N:51]([C:12]([C:9]3([NH:8][C:6](=[O:7])[O:5][C:1]([CH3:2])([CH3:3])[CH3:4])[CH2:10][CH2:11]3)=[O:14])[CH2:50]2)=[O:61])[CH:60]=[CH:59][CH:58]=[CH:57][CH:56]=1, predict the reactants needed to synthesize it. The reactants are: [C:1]([O:5][C:6]([NH:8][C:9]1([C:12]([OH:14])=O)[CH2:11][CH2:10]1)=[O:7])([CH3:4])([CH3:3])[CH3:2].CN(C(ON1N=NC2C=CC=NC1=2)=[N+](C)C)C.F[P-](F)(F)(F)(F)F.[F:39][C:40]([F:63])([F:62])[C:41]1[CH:46]=[CH:45][C:44]([CH:47]2[CH2:52][NH:51][CH2:50][CH:49]([NH:53][C:54](=[O:61])[C:55]3[CH:60]=[CH:59][CH:58]=[CH:57][CH:56]=3)[CH2:48]2)=[CH:43][CH:42]=1. (7) Given the product [N:1]1[C:10]2[C:5](=[CH:6][N:7]=[CH:8][CH:9]=2)[CH:4]=[CH:3][C:2]=1[NH:11][C:12]([C:14]1[C:18]2[N:19]=[C:20]([NH:23][C@@H:24]3[CH2:29][CH2:28][CH2:27][CH2:26][C@@H:25]3[NH2:30])[N:21]=[CH:22][C:17]=2[S:16][CH:15]=1)=[O:13], predict the reactants needed to synthesize it. The reactants are: [N:1]1[C:10]2[C:5](=[CH:6][N:7]=[CH:8][CH:9]=2)[CH:4]=[CH:3][C:2]=1[NH:11][C:12]([C:14]1[C:18]2[N:19]=[C:20]([NH:23][C@@H:24]3[CH2:29][CH2:28][CH2:27][CH2:26][C@@H:25]3[NH:30]C(=O)OC(C)(C)C)[N:21]=[CH:22][C:17]=2[S:16][CH:15]=1)=[O:13].